Dataset: Reaction yield outcomes from USPTO patents with 853,638 reactions. Task: Predict the reaction yield, written as a fraction of the theoretical maximum amount of product (1.0 means a 100% yield; for example, 0.34 means a 34% yield). (1) The reactants are [OH:1][C:2]1[CH:3]=[C:4]([N+:12]([O-:14])=[O:13])[C:5]([CH3:11])=[C:6]([CH:10]=1)[C:7]([O-:9])=[O:8].[C:15](=O)([O-])[O-].[Cs+].[Cs+].I[CH:22]1[CH2:25][N:24]([C:26]([O:28][C:29]([CH3:32])([CH3:31])[CH3:30])=[O:27])[CH2:23]1.C(OCC)(=O)C. The catalyst is C(#N)C.O. The product is [CH3:15][O:8][C:7]([C:6]1[CH:10]=[C:2]([CH:3]=[C:4]([N+:12]([O-:14])=[O:13])[C:5]=1[CH3:11])[O:1][CH:22]1[CH2:25][N:24]([C:26]([O:28][C:29]([CH3:32])([CH3:31])[CH3:30])=[O:27])[CH2:23]1)=[O:9]. The yield is 0.460. (2) The reactants are [C:1]1(=[O:10])[C:9]2[C:4](=[CH:5][CH:6]=[CH:7][CH:8]=2)[CH2:3][NH:2]1.Cl[CH2:12][C:13]1[CH:18]=[CH:17][CH:16]=[C:15]([O:19][CH3:20])[CH:14]=1.C([O-])([O-])=O.[Cs+].[Cs+].C1OCCOCCOCCOCCOCCOC1. The catalyst is CC(C)=O.CCCCCC.C(OCC)(=O)C. The product is [CH3:20][O:19][C:15]1[CH:14]=[C:13]([CH:18]=[CH:17][CH:16]=1)[CH2:12][N:2]1[CH2:3][C:4]2[C:9](=[CH:8][CH:7]=[CH:6][CH:5]=2)[C:1]1=[O:10]. The yield is 0.420. (3) The reactants are Br[C:2]1[CH:7]=[CH:6][C:5]([C:8]([OH:11])([CH3:10])[CH3:9])=[C:4]([O:12][CH3:13])[CH:3]=1.[Cl:14][C:15]1[CH:23]=[C:22]2[C:18]([C:19]([C:24]([O:26][CH3:27])=[O:25])=[CH:20][NH:21]2)=[CH:17][C:16]=1B1OCC(C)(C)CO1.C(O)C.C(=O)([O-])[O-].[K+].[K+]. The catalyst is C1(C)C=CC=CC=1.C1C=CC(P(C2C=CC=CC=2)[C-]2C=CC=C2)=CC=1.C1C=CC(P(C2C=CC=CC=2)[C-]2C=CC=C2)=CC=1.Cl[Pd]Cl.[Fe+2].O1CCCC1. The product is [Cl:14][C:15]1[CH:23]=[C:22]2[C:18]([C:19]([C:24]([O:26][CH3:27])=[O:25])=[CH:20][NH:21]2)=[CH:17][C:16]=1[C:2]1[CH:7]=[CH:6][C:5]([C:8]([OH:11])([CH3:10])[CH3:9])=[C:4]([O:12][CH3:13])[CH:3]=1. The yield is 0.590. (4) The reactants are [CH3:1][O:2][C:3](=[O:14])[C:4]1[CH:9]=[CH:8][C:7]([N+:10]([O-:12])=[O:11])=[C:6]([OH:13])[CH:5]=1.C1(P(C2C=CC=CC=2)C2C=CC=CC=2)C=CC=CC=1.[CH3:34][N:35]([CH3:40])[CH2:36][CH2:37][CH2:38]O.N(C(OC(C)C)=O)=NC(OC(C)C)=O. The catalyst is O1CCCC1.Cl. The product is [CH3:1][O:2][C:3](=[O:14])[C:4]1[CH:9]=[CH:8][C:7]([N+:10]([O-:12])=[O:11])=[C:6]([O:13][CH2:38][CH2:37][CH2:36][N:35]([CH3:40])[CH3:34])[CH:5]=1. The yield is 0.860. (5) The reactants are [C:1]12([CH2:11][NH:12][CH2:13][CH2:14][CH:15]([OH:17])[CH3:16])[CH2:10][CH:5]3[CH2:6][CH:7]([CH2:9][CH:3]([CH2:4]3)[CH2:2]1)[CH2:8]2.CCN(CC)CC.Cl[C:26](Cl)([O:28]C(=O)OC(Cl)(Cl)Cl)Cl. The catalyst is C(Cl)Cl. The product is [C:1]12([CH2:11][N:12]3[CH2:13][CH2:14][CH:15]([CH3:16])[O:17][C:26]3=[O:28])[CH2:10][CH:5]3[CH2:6][CH:7]([CH2:9][CH:3]([CH2:4]3)[CH2:2]1)[CH2:8]2. The yield is 0.210. (6) The reactants are [CH:1]([C@@H:4]1[CH2:8][S:7][C:6](=[S:9])[N:5]1[C:10](=[O:12])[CH3:11])([CH3:3])[CH3:2].C(N(C(C)C)CC)(C)C.[CH:22](=[O:28])[CH2:23][CH2:24][CH2:25][CH:26]=[CH2:27]. The catalyst is ClCCl.[Ti](Cl)(Cl)(Cl)Cl. The product is [OH:28][C@H:22]([CH2:23][CH2:24][CH2:25][CH:26]=[CH2:27])[CH2:11][C:10]([N:5]1[C@H:4]([CH:1]([CH3:3])[CH3:2])[CH2:8][S:7][C:6]1=[S:9])=[O:12]. The yield is 0.740. (7) The reactants are [CH2:1]([O:3][C:4]([CH:6]1[CH2:13][CH:12]2[N:14]([S:15]([C:18]3[CH:23]=[CH:22][C:21]([Cl:24])=[CH:20][CH:19]=3)(=[O:17])=[O:16])[CH:8]([CH2:9][C:10](=[O:25])[CH2:11]2)[CH2:7]1)=[O:5])[CH3:2].[CH:26](OCC)=[O:27].[O-]CC.[Na+]. The catalyst is C1COCC1.C(O)C. The product is [CH2:1]([O:3][C:4]([CH:6]1[CH2:7][CH:8]2[N:14]([S:15]([C:18]3[CH:23]=[CH:22][C:21]([Cl:24])=[CH:20][CH:19]=3)(=[O:17])=[O:16])[CH:12]([CH2:11][C:10](=[O:25])[C:9]2=[CH:26][OH:27])[CH2:13]1)=[O:5])[CH3:2]. The yield is 0.940. (8) The reactants are [NH2:1][C:2]1[CH:7]=[C:6]([O:8][C:9]2[CH:14]=[CH:13][C:12]([NH:15][C:16](=[O:28])[CH2:17][C:18]([NH:20][C:21]3[CH:26]=[CH:25][C:24]([F:27])=[CH:23][CH:22]=3)=[O:19])=[C:11]([CH3:29])[CH:10]=2)[CH:5]=[CH:4][N:3]=1.[CH3:30][N:31]([CH3:34])[CH:32]=[O:33].[CH2:35]([N:37]([CH2:40][CH3:41])[CH2:38][CH3:39])[CH3:36].Cl[C:43](OC1C=CC=CC=1)=O. The catalyst is O1CCCC1.C(O)C.C(OCC)C.C(OCC)(=O)C. The product is [F:27][C:24]1[CH:25]=[CH:26][C:21]([NH:20][C:18](=[O:19])[CH2:17][C:16]([NH:15][C:12]2[CH:13]=[CH:14][C:9]([O:8][C:6]3[CH:5]=[CH:4][N:3]=[C:2]([NH:1][C:32]([N:31]4[CH2:34][CH2:43][CH:35]([N:37]5[CH2:40][CH2:41][CH2:39][CH2:38]5)[CH2:36][CH2:30]4)=[O:33])[CH:7]=3)=[CH:10][C:11]=2[CH3:29])=[O:28])=[CH:22][CH:23]=1. The yield is 0.714.